From a dataset of Peptide-MHC class II binding affinity with 134,281 pairs from IEDB. Regression. Given a peptide amino acid sequence and an MHC pseudo amino acid sequence, predict their binding affinity value. This is MHC class II binding data. (1) The peptide sequence is KLIGGIGGFIKVRQYDQILI. The MHC is HLA-DPA10201-DPB10101 with pseudo-sequence HLA-DPA10201-DPB10101. The binding affinity (normalized) is 0.432. (2) The peptide sequence is GAYETYKFIPSLEAA. The MHC is DRB1_1302 with pseudo-sequence DRB1_1302. The binding affinity (normalized) is 0.400. (3) The peptide sequence is KHTDACCRTHDMC. The MHC is H-2-IAd with pseudo-sequence H-2-IAd. The binding affinity (normalized) is 0. (4) The peptide sequence is KDPYGATISATPESA. The MHC is HLA-DQA10301-DQB10302 with pseudo-sequence HLA-DQA10301-DQB10302. The binding affinity (normalized) is 0.558. (5) The peptide sequence is GELQIVDKIDAAFCI. The MHC is DRB1_1201 with pseudo-sequence DRB1_1201. The binding affinity (normalized) is 0.537.